From a dataset of Reaction yield outcomes from USPTO patents with 853,638 reactions. Predict the reaction yield, written as a fraction of the theoretical maximum amount of product (1.0 means a 100% yield; for example, 0.34 means a 34% yield). (1) The reactants are [CH:1]1([O:4][C:5]2[CH:6]=[C:7]([C:15]3[N:24](COCC[Si](C)(C)C)[C:18]4[CH:19]=[N:20][NH:21][C:22](=[O:23])[C:17]=4[C:16]=3[CH2:33][O:34][CH2:35][CH:36]3[CH2:38][CH2:37]3)[CH:8]=[CH:9][C:10]=2[O:11][CH:12]([F:14])[F:13])[CH2:3][CH2:2]1.C1(OC2C=C(C3N(COCC[Si](C)(C)C)C4C=NNC(=O)C=4C=3)C=CC=2OC(F)F)CC1. The catalyst is C(OCC)(=O)C. The product is [CH:1]1([O:4][C:5]2[CH:6]=[C:7]([C:15]3[NH:24][C:18]4[CH:19]=[N:20][NH:21][C:22](=[O:23])[C:17]=4[C:16]=3[CH2:33][O:34][CH2:35][CH:36]3[CH2:38][CH2:37]3)[CH:8]=[CH:9][C:10]=2[O:11][CH:12]([F:13])[F:14])[CH2:3][CH2:2]1. The yield is 0.650. (2) The reactants are [CH3:1][O:2][C:3]1[CH:4]=[C:5]2[C:9](=[CH:10][CH:11]=1)[NH:8][C:7]([CH3:12])=[CH:6]2.[C:13]1([CH3:22])[CH:18]=[CH:17][C:16]([C:19](Cl)=[O:20])=[CH:15][CH:14]=1.[Cl-].[Al+3].[Cl-].[Cl-].[Cl-].[NH4+]. The catalyst is ClCCl.[Cl-].[Zn+2].[Cl-]. The product is [CH3:1][O:2][C:3]1[CH:4]=[C:5]2[C:9](=[CH:10][CH:11]=1)[NH:8][C:7]([CH3:12])=[C:6]2[C:19]([C:16]1[CH:17]=[CH:18][C:13]([CH3:22])=[CH:14][CH:15]=1)=[O:20]. The yield is 0.590. (3) The reactants are [Li+].CC([N-]C(C)C)C.[C:9]([O:14][CH2:15][CH3:16])(=[O:13])[CH:10]([CH3:12])[CH3:11].Br[CH2:18][CH2:19][CH2:20][CH2:21][CH2:22][CH2:23][CH2:24][Br:25]. The catalyst is C1COCC1. The product is [Br:25][CH2:24][CH2:23][CH2:22][CH2:21][CH2:20][CH2:19][CH2:18][C:10]([CH3:12])([CH3:11])[C:9]([O:14][CH2:15][CH3:16])=[O:13]. The yield is 0.450. (4) The reactants are C1C=CC(P(N=[N+]=[N-])(C2C=CC=CC=2)=[O:8])=CC=1.[CH3:18][P:19]([CH2:22][C:23]1[CH:24]=[C:25]([N:29]2[C:33](C(O)=O)=[CH:32][C:31]([CH:37]([CH3:39])[CH3:38])=[N:30]2)[CH:26]=[CH:27][CH:28]=1)([CH3:21])=[O:20].C([N:42]([CH2:45]C)CC)C.[NH2:47][C:48]1[C:57]2[C:52](=[CH:53][CH:54]=[CH:55][CH:56]=2)[C:51]([O:58][C:59]2[CH:64]=[CH:63][N:62]=[C:61]([NH:65][C:66]3[CH:71]=[CH:70][CH:69]=[CH:68][CH:67]=3)[CH:60]=2)=[CH:50][CH:49]=1. The catalyst is CN(C=O)C.O. The product is [CH3:21][P:19]([CH2:22][C:23]1[CH:24]=[C:25]([N:29]2[C:33]([NH:42][C:45]([NH:47][C:48]3[C:57]4[C:52](=[CH:53][CH:54]=[CH:55][CH:56]=4)[C:51]([O:58][C:59]4[CH:64]=[CH:63][N:62]=[C:61]([NH:65][C:66]5[CH:67]=[CH:68][CH:69]=[CH:70][CH:71]=5)[CH:60]=4)=[CH:50][CH:49]=3)=[O:8])=[CH:32][C:31]([CH:37]([CH3:38])[CH3:39])=[N:30]2)[CH:26]=[CH:27][CH:28]=1)([CH3:18])=[O:20]. The yield is 0.396.